Dataset: Full USPTO retrosynthesis dataset with 1.9M reactions from patents (1976-2016). Task: Predict the reactants needed to synthesize the given product. (1) Given the product [C:1]([O:5][C:6](=[O:42])[CH2:7][CH2:8][S:9][CH2:10][C:11]1[CH:12]=[C:13]([CH:39]=[CH:40][CH:41]=1)[C:14]([NH:16][C:17]1[CH:22]=[CH:21][C:20]([N:23]2[CH2:28][CH2:27][CH2:26][CH2:25][CH2:24]2)=[CH:19][C:18]=1[C:29]1[CH:30]=[C:31]([CH:36]=[CH:37][N:38]=1)[C:32]([OH:34])=[O:33])=[O:15])([CH3:4])([CH3:2])[CH3:3], predict the reactants needed to synthesize it. The reactants are: [C:1]([O:5][C:6](=[O:42])[CH2:7][CH2:8][S:9][CH2:10][C:11]1[CH:12]=[C:13]([CH:39]=[CH:40][CH:41]=1)[C:14]([NH:16][C:17]1[CH:22]=[CH:21][C:20]([N:23]2[CH2:28][CH2:27][CH2:26][CH2:25][CH2:24]2)=[CH:19][C:18]=1[C:29]1[CH:30]=[C:31]([CH:36]=[CH:37][N:38]=1)[C:32]([O:34]C)=[O:33])=[O:15])([CH3:4])([CH3:3])[CH3:2].O.[OH-].[Li+]. (2) Given the product [NH:28]([C:7]1[C:16]2[C:11](=[N:12][CH:13]=[CH:14][CH:15]=2)[N:10]([O:17][CH2:18][C:19]2[CH:24]=[CH:23][CH:22]=[CH:21][CH:20]=2)[C:9](=[O:25])[CH:8]=1)[C:29]1[CH:34]=[CH:33][CH:32]=[CH:31][CH:30]=1, predict the reactants needed to synthesize it. The reactants are: FC(F)(F)S(O[C:7]1[C:16]2[C:11](=[N:12][CH:13]=[CH:14][CH:15]=2)[N:10]([O:17][CH2:18][C:19]2[CH:24]=[CH:23][CH:22]=[CH:21][CH:20]=2)[C:9](=[O:25])[CH:8]=1)(=O)=O.[NH2:28][C:29]1[CH:34]=[CH:33][CH:32]=[CH:31][CH:30]=1. (3) Given the product [F:1][C:2]1[CH:3]=[CH:4][C:5]([C:6]([NH:7][CH2:8][C:9](=[O:11])[NH:34][CH:23]([C:20]2[CH:19]=[CH:18][C:17]([O:16][CH3:15])=[CH:22][CH:21]=2)[C:24]2[CH:29]=[CH:28][CH:27]=[C:26]([C:30]([F:32])([F:33])[F:31])[CH:25]=2)=[O:12])=[CH:13][CH:14]=1, predict the reactants needed to synthesize it. The reactants are: [F:1][C:2]1[CH:14]=[CH:13][C:5]([C:6](=[O:12])[NH:7][CH2:8][C:9]([OH:11])=O)=[CH:4][CH:3]=1.[CH3:15][O:16][C:17]1[CH:22]=[CH:21][C:20]([CH:23]([NH2:34])[C:24]2[CH:29]=[CH:28][CH:27]=[C:26]([C:30]([F:33])([F:32])[F:31])[CH:25]=2)=[CH:19][CH:18]=1.